From a dataset of Catalyst prediction with 721,799 reactions and 888 catalyst types from USPTO. Predict which catalyst facilitates the given reaction. Reactant: [Si:1]([O:8][CH2:9][CH:10]([OH:13])[CH:11]=[CH2:12])([C:4]([CH3:7])([CH3:6])[CH3:5])([CH3:3])[CH3:2].[CH3:14][O:15][C:16](=[O:25])[C:17]1[C:22]([OH:23])=[CH:21][CH:20]=[CH:19][C:18]=1O.C1C=CC(P(C2C=CC=CC=2)C2C=CC=CC=2)=CC=1.CCOC(/N=N/C(OCC)=O)=O. Product: [Si:1]([O:8][CH2:9][CH:10]([O:13][C:18]1[CH:19]=[CH:20][CH:21]=[C:22]([OH:23])[C:17]=1[C:16]([O:15][CH3:14])=[O:25])[CH:11]=[CH2:12])([C:4]([CH3:7])([CH3:6])[CH3:5])([CH3:3])[CH3:2]. The catalyst class is: 1.